From a dataset of Forward reaction prediction with 1.9M reactions from USPTO patents (1976-2016). Predict the product of the given reaction. Given the reactants C([O:8][C:9]1[CH:14]=[CH:13][C:12]([C:15]([F:18])([F:17])[F:16])=[CH:11][C:10]=1[CH:19]([C:21]1[CH:26]=[CH:25][C:24]([S:27]([CH2:30][CH3:31])(=[O:29])=[O:28])=[CH:23][CH:22]=1)[OH:20])C1C=CC=CC=1, predict the reaction product. The product is: [CH2:30]([S:27]([C:24]1[CH:23]=[CH:22][C:21]([CH:19]([OH:20])[C:10]2[CH:11]=[C:12]([C:15]([F:17])([F:18])[F:16])[CH:13]=[CH:14][C:9]=2[OH:8])=[CH:26][CH:25]=1)(=[O:28])=[O:29])[CH3:31].